From a dataset of Forward reaction prediction with 1.9M reactions from USPTO patents (1976-2016). Predict the product of the given reaction. (1) Given the reactants [NH2:1][C:2]1[CH:10]=[C:9]2[C:5]([C:6]([C:14](=[O:26])[C:15]([NH:17][CH2:18][CH2:19][N:20]3[CH2:25][CH2:24][CH2:23][CH2:22][CH2:21]3)=[O:16])=[CH:7][N:8]2[CH:11]([CH3:13])[CH3:12])=[CH:4][CH:3]=1.C1C(=O)N([Cl:34])C(=O)C1, predict the reaction product. The product is: [ClH:34].[NH2:1][C:2]1[C:10]([Cl:34])=[C:9]2[C:5]([C:6]([C:14](=[O:26])[C:15]([NH:17][CH2:18][CH2:19][N:20]3[CH2:21][CH2:22][CH2:23][CH2:24][CH2:25]3)=[O:16])=[CH:7][N:8]2[CH:11]([CH3:13])[CH3:12])=[CH:4][CH:3]=1.[NH2:1][C:2]1[C:10]([Cl:34])=[C:9]2[C:5]([C:6]([C:14](=[O:26])[C:15]([NH:17][CH2:18][CH2:19][N:20]3[CH2:21][CH2:22][CH2:23][CH2:24][CH2:25]3)=[O:16])=[CH:7][N:8]2[CH:11]([CH3:13])[CH3:12])=[CH:4][CH:3]=1. (2) Given the reactants [Br:1][CH2:2][CH2:3][CH2:4][C:5](Cl)=[O:6].[CH2:8]([NH2:20])[CH2:9][CH2:10][CH2:11][CH2:12][CH2:13][CH2:14][CH2:15][CH2:16][CH2:17][CH2:18][CH3:19].C(N(CC)CC)C, predict the reaction product. The product is: [Br:1][CH2:2][CH2:3][CH2:4][C:5]([NH:20][CH2:8][CH2:9][CH2:10][CH2:11][CH2:12][CH2:13][CH2:14][CH2:15][CH2:16][CH2:17][CH2:18][CH3:19])=[O:6].